The task is: Predict the reactants needed to synthesize the given product.. This data is from Full USPTO retrosynthesis dataset with 1.9M reactions from patents (1976-2016). (1) Given the product [NH2:1][C:2]1[N:6]([C:7]2[CH:12]=[CH:11][CH:10]=[C:9]([C:24]3[C:25]([CH3:31])=[N:26][N:27]([CH3:30])[C:28]=3[CH3:29])[CH:8]=2)[C:5]2[CH:19]=[CH:20][CH:21]=[CH:22][C:4]=2[N:3]=1, predict the reactants needed to synthesize it. The reactants are: [NH2:1][C:2]1[N:6]([C:7]2[CH:8]=[C:9](B3OCCCO3)[CH:10]=[CH:11][CH:12]=2)[C:5]2[CH:19]=[CH:20][CH:21]=[CH:22][C:4]=2[N:3]=1.Br[C:24]1[C:25]([CH3:31])=[N:26][N:27]([CH3:30])[C:28]=1[CH3:29].C(=O)([O-])O.[Na+].[OH-].[Na+]. (2) Given the product [C:1]([O:5][C:6](=[O:7])[N:8]([CH2:18][C:19]([N:22]1[CH2:29][CH2:28][CH2:27][CH:23]1[C:24](=[O:25])[NH2:26])=[O:21])[CH2:9][CH2:10][O:11][CH:12]1[CH2:17][CH2:16][CH2:15][CH2:14][O:13]1)([CH3:2])([CH3:3])[CH3:4], predict the reactants needed to synthesize it. The reactants are: [C:1]([O:5][C:6]([N:8]([CH2:18][C:19]([OH:21])=O)[CH2:9][CH2:10][O:11][CH:12]1[CH2:17][CH2:16][CH2:15][CH2:14][O:13]1)=[O:7])([CH3:4])([CH3:3])[CH3:2].[NH:22]1[CH2:29][CH2:28][CH2:27][C@H:23]1[C:24]([NH2:26])=[O:25].Cl.CN(C)CCCN=C=NCC.ON1C2C=CC=CC=2N=N1.CN1CCOCC1. (3) Given the product [CH2:21]([O:23][C:24]([C:26]1([C:29]2[CH:34]=[CH:33][C:32]([C:2]3[CH:7]=[CH:6][C:5]([C:8]4[O:12][N:11]=[C:10]([CH3:13])[C:9]=4[NH:14][CH:15]([CH3:20])[CH2:16][CH2:17][CH2:18][OH:19])=[CH:4][CH:3]=3)=[CH:31][CH:30]=2)[CH2:27][CH2:28]1)=[O:25])[CH3:22], predict the reactants needed to synthesize it. The reactants are: Br[C:2]1[CH:7]=[CH:6][C:5]([C:8]2[O:12][N:11]=[C:10]([CH3:13])[C:9]=2[NH:14][CH:15]([CH3:20])[CH2:16][CH2:17][CH2:18][OH:19])=[CH:4][CH:3]=1.[CH2:21]([O:23][C:24]([C:26]1([C:29]2[CH:34]=[CH:33][C:32](B3OC(C)(C)C(C)(C)O3)=[CH:31][CH:30]=2)[CH2:28][CH2:27]1)=[O:25])[CH3:22]. (4) Given the product [Cl:1][C:2]1[CH:3]=[N:4][N:5]([CH3:17])[C:6]=1[C:7]1[CH:8]=[C:9]([C:14]([NH:27][C@@H:28]([CH2:41][C:42]2[CH:47]=[CH:46][CH:45]=[CH:44][C:43]=2[C:48]([F:51])([F:49])[F:50])[CH2:29][N:30]2[C:38](=[O:39])[C:37]3[C:32](=[CH:33][CH:34]=[CH:35][CH:36]=3)[C:31]2=[O:40])=[O:16])[S:10][C:11]=1[CH2:12][CH3:13], predict the reactants needed to synthesize it. The reactants are: [Cl:1][C:2]1[CH:3]=[N:4][N:5]([CH3:17])[C:6]=1[C:7]1[CH:8]=[C:9]([C:14]([OH:16])=O)[S:10][C:11]=1[CH2:12][CH3:13].C(N(CC)C(C)C)(C)C.[NH2:27][C@@H:28]([CH2:41][C:42]1[CH:47]=[CH:46][CH:45]=[CH:44][C:43]=1[C:48]([F:51])([F:50])[F:49])[CH2:29][N:30]1[C:38](=[O:39])[C:37]2[C:32](=[CH:33][CH:34]=[CH:35][CH:36]=2)[C:31]1=[O:40].F[P-](F)(F)(F)(F)F.Br[P+](N1CCCC1)(N1CCCC1)N1CCCC1. (5) Given the product [CH3:26][O:27][NH:28][C:29](=[O:30])[C:6]1[CH:7]=[CH:2][CH:3]=[C:4]([C:9]2[N:13]3[C:14]4[N:22]=[C:21]([O:23][CH3:24])[CH:20]=[CH:19][C:15]=4[N:16]=[C:17]([CH3:18])[C:12]3=[C:11]([CH3:25])[N:10]=2)[CH:5]=1, predict the reactants needed to synthesize it. The reactants are: Cl[C:2]1[CH:3]=[C:4]([C:9]2[N:13]3[C:14]4[N:22]=[C:21]([O:23][CH3:24])[CH:20]=[CH:19][C:15]=4[N:16]=[C:17]([CH3:18])[C:12]3=[C:11]([CH3:25])[N:10]=2)[CH:5]=[C:6](Cl)[CH:7]=1.[CH3:26][O:27][NH:28][C:29](C1C=C(B(O)O)C=CC=1)=[O:30].C([O-])([O-])=O.[K+].[K+]. (6) Given the product [OH:20][CH:21]([C:52]([CH3:55])([CH3:54])[CH3:53])[CH2:22][N:23]1[C:28](=[O:29])[C:27]([CH2:30][C:31]2[CH:32]=[CH:33][C:34]([C:37]3[CH:42]=[CH:41][CH:40]=[CH:39][C:38]=3[C:43]3[NH:44][C:4](=[O:7])[O:5][N:3]=3)=[CH:35][CH:36]=2)=[C:26]([CH2:45][CH2:46][CH3:47])[N:25]2[N:48]=[C:49]([CH3:51])[N:50]=[C:24]12, predict the reactants needed to synthesize it. The reactants are: [Cl-].O[NH3+:3].[C:4](=[O:7])([O-])[OH:5].[Na+].CS(C)=O.[Si]([O:20][CH:21]([C:52]([CH3:55])([CH3:54])[CH3:53])[CH2:22][N:23]1[C:28](=[O:29])[C:27]([CH2:30][C:31]2[CH:36]=[CH:35][C:34]([C:37]3[C:38]([C:43]#[N:44])=[CH:39][CH:40]=[CH:41][CH:42]=3)=[CH:33][CH:32]=2)=[C:26]([CH2:45][CH2:46][CH3:47])[N:25]2[N:48]=[C:49]([CH3:51])[N:50]=[C:24]12)(C(C)(C)C)(C)C.